From a dataset of Forward reaction prediction with 1.9M reactions from USPTO patents (1976-2016). Predict the product of the given reaction. (1) Given the reactants [CH3:1][O:2][C:3]1[C:4]([C:14](O)([CH3:16])[CH3:15])=[CH:5][C:6]2[CH2:7][CH2:8][CH2:9][CH:10]([CH3:13])[C:11]=2[CH:12]=1.C([SiH](CC)CC)C.FC(F)(F)C(O)=O, predict the reaction product. The product is: [CH:14]([C:4]1[CH:5]=[C:6]2[C:11](=[CH:12][C:3]=1[O:2][CH3:1])[CH:10]([CH3:13])[CH2:9][CH2:8][CH2:7]2)([CH3:16])[CH3:15]. (2) Given the reactants [Cl:1][C:2]1[N:7]=[C:6](Cl)[CH:5]=[CH:4][N:3]=1.[Cl:9][C:10]1[CH:17]=[CH:16][C:13]([CH2:14][NH2:15])=[CH:12][CH:11]=1, predict the reaction product. The product is: [Cl:9][C:10]1[CH:17]=[CH:16][C:13]([CH2:14][NH:15][C:2]2[N:7]=[C:6]([NH:15][CH2:14][C:13]3[CH:16]=[CH:17][C:10]([Cl:9])=[CH:11][CH:12]=3)[CH:5]=[CH:4][N:3]=2)=[CH:12][CH:11]=1.[ClH:1]. (3) Given the reactants [I:1][C:2]1[CH:3]=[C:4]([CH:8]=[CH:9][CH:10]=1)[C:5](O)=[O:6].S(Cl)(Cl)=O.[CH3:15][O:16][NH:17][CH3:18].C(N(CC)C(C)C)(C)C, predict the reaction product. The product is: [I:1][C:2]1[CH:3]=[C:4]([CH:8]=[CH:9][CH:10]=1)[C:5]([N:17]([O:16][CH3:15])[CH3:18])=[O:6]. (4) The product is: [Cl:1][C:2]1[CH:3]=[CH:4][C:5]([N:11]2[CH:15]=[N:14][CH:13]=[N:12]2)=[C:6]([CH2:7][OH:8])[CH:10]=1. Given the reactants [Cl:1][C:2]1[CH:3]=[CH:4][C:5]([N:11]2[CH:15]=[N:14][CH:13]=[N:12]2)=[C:6]([CH:10]=1)[C:7](O)=[O:8].F[P-](F)(F)(F)(F)F.N1(O[P+](N(C)C)(N(C)C)N(C)C)C2C=CC=CC=2N=N1.CCN(C(C)C)C(C)C.[BH4-].[Na+], predict the reaction product. (5) The product is: [F:12][C:13]1[CH:14]=[CH:15][C:16]([C:19]2[CH:28]=[C:27]3[C:22]([CH:23]=[C:24]([S:29]([CH2:30][CH2:31][C:32]([O:34][CH3:35])=[O:33])(=[O:38])=[O:36])[CH:25]=[N:26]3)=[CH:21][CH:20]=2)=[CH:17][CH:18]=1. Given the reactants ClC1C=C(C=CC=1)C(OO)=O.[F:12][C:13]1[CH:18]=[CH:17][C:16]([C:19]2[CH:28]=[C:27]3[C:22]([CH:23]=[C:24]([S:29][CH2:30][CH2:31][C:32]([O:34][CH3:35])=[O:33])[CH:25]=[N:26]3)=[CH:21][CH:20]=2)=[CH:15][CH:14]=1.[OH-:36].[Ca+2].[OH-:38], predict the reaction product. (6) Given the reactants C([N:8]1[C:12]2[CH:13]=[CH:14][CH:15]=[CH:16][C:11]=2[N:10]=[C:9]1[CH2:17]Br)(OC(C)(C)C)=O.[CH2:19]([NH2:23])[CH2:20][CH2:21][CH3:22].C(O)(C(F)(F)F)=O, predict the reaction product. The product is: [CH2:19]([NH:23][CH2:17][C:9]1[NH:8][C:12]2[CH:13]=[CH:14][CH:15]=[CH:16][C:11]=2[N:10]=1)[CH2:20][CH2:21][CH3:22]. (7) Given the reactants C1(S([N:10]2[C:14]3[N:15]=[CH:16][N:17]=[C:18]([N:19]4[CH2:24][CH2:23][CH:22]([C:25]5[NH:29][C:28]([C:30]6[CH:35]=[CH:34][C:33]([F:36])=[CH:32][CH:31]=6)=[N:27][N:26]=5)[CH2:21][CH2:20]4)[C:13]=3[CH:12]=[C:11]2[C:37]2[CH:42]=[CH:41][N:40]=[C:39]([O:43][CH3:44])[CH:38]=2)(=O)=O)C=CC=CC=1.[OH-].[K+], predict the reaction product. The product is: [F:36][C:33]1[CH:34]=[CH:35][C:30]([C:28]2[NH:29][C:25]([CH:22]3[CH2:23][CH2:24][N:19]([C:18]4[C:13]5[CH:12]=[C:11]([C:37]6[CH:42]=[CH:41][N:40]=[C:39]([O:43][CH3:44])[CH:38]=6)[NH:10][C:14]=5[N:15]=[CH:16][N:17]=4)[CH2:20][CH2:21]3)=[N:26][N:27]=2)=[CH:31][CH:32]=1. (8) Given the reactants Cl.[NH2:2][C:3]1[CH:4]=[C:5]([S:9]([NH2:12])(=[O:11])=[O:10])[CH:6]=[CH:7][CH:8]=1.C(N(CC)C(C)C)(C)C.C([N:30]=[C:31]=[S:32])(=O)C1C=CC=CC=1.C([O-])([O-])=O.[K+].[K+], predict the reaction product. The product is: [NH:2]([C:3]1[CH:4]=[C:5]([S:9]([NH2:12])(=[O:10])=[O:11])[CH:6]=[CH:7][CH:8]=1)[C:31]([NH2:30])=[S:32]. (9) Given the reactants [N:1]1[CH:6]=[CH:5][CH:4]=[CH:3][C:2]=1[O:7][CH2:8][C:9]1[CH:41]=[CH:40][C:12]([CH2:13][C:14]2[CH:18]=[C:17]([C:19]3[C:20]([N:25](C(OC(C)(C)C)=O)C(OC(C)(C)C)=O)=[N:21][CH:22]=[CH:23][CH:24]=3)[O:16][N:15]=2)=[CH:11][CH:10]=1.FC(F)(F)C(O)=O.C(=O)(O)[O-].[Na+], predict the reaction product. The product is: [N:1]1[CH:6]=[CH:5][CH:4]=[CH:3][C:2]=1[O:7][CH2:8][C:9]1[CH:41]=[CH:40][C:12]([CH2:13][C:14]2[CH:18]=[C:17]([C:19]3[C:20]([NH2:25])=[N:21][CH:22]=[CH:23][CH:24]=3)[O:16][N:15]=2)=[CH:11][CH:10]=1. (10) Given the reactants [Cu][C:2]#[N:3].Br[C:5]1[C:14]([CH3:15])=[CH:13][C:12]2[C:11]([CH3:17])([CH3:16])[CH2:10][CH2:9][C:8]([CH3:19])([CH3:18])[C:7]=2[CH:6]=1.[OH-].[NH4+], predict the reaction product. The product is: [C:2]([C:5]1[C:14]([CH3:15])=[CH:13][C:12]2[C:11]([CH3:17])([CH3:16])[CH2:10][CH2:9][C:8]([CH3:19])([CH3:18])[C:7]=2[CH:6]=1)#[N:3].